Dataset: Forward reaction prediction with 1.9M reactions from USPTO patents (1976-2016). Task: Predict the product of the given reaction. (1) Given the reactants Br[C:2]1[CH:11]=[C:10]([CH3:12])[C:5]2[C:6](=[O:9])[O:7][CH2:8][C:4]=2[CH:3]=1.C([Sn](CCCC)(CCCC)CCCC)C=C.[Cl-].[Li+].C1(C)C=CC=CC=1.[CH3:38][CH2:39][O:40]C(C)=O, predict the reaction product. The product is: [CH3:12][C:10]1[C:5]2[C:6](=[O:9])[O:7][CH2:8][C:4]=2[CH:3]=[C:2]([CH2:38][CH:39]=[O:40])[CH:11]=1. (2) The product is: [Br:19][C:16]1[CH:17]=[CH:18][C:11]([CH:8]([CH3:10])[CH3:9])=[C:12]([CH:15]=1)[CH:13]=[O:14]. Given the reactants FC(F)(F)C(O)=O.[CH:8]([C:11]1[CH:18]=[CH:17][CH:16]=[CH:15][C:12]=1[CH:13]=[O:14])([CH3:10])[CH3:9].[Br:19]NC(=O)CCC(N)=O, predict the reaction product. (3) Given the reactants [Br:1][C:2]1[CH:15]=[CH:14][C:13]2[O:12][C:11]3[C:6](=[CH:7][C:8]([I:16])=[CH:9][CH:10]=3)[C@:5]([NH:19][C:20](=[O:23])[CH2:21]Cl)([CH2:17][OH:18])[C:4]=2[CH:3]=1.CC(C)([O-])C.[K+], predict the reaction product. The product is: [Br:1][C:2]1[CH:15]=[CH:14][C:13]2[O:12][C:11]3[C:6](=[CH:7][C:8]([I:16])=[CH:9][CH:10]=3)[C@:5]3([CH2:17][O:18][CH2:21][C:20](=[O:23])[NH:19]3)[C:4]=2[CH:3]=1. (4) Given the reactants [NH:1]1[C:5]2=[CH:6][N:7]=[C:8]([C:10]([O:12]C)=O)[CH:9]=[C:4]2[CH:3]=[N:2]1.[Li+].[OH-].Cl.Cl.[CH3:18][NH:19][OH:20].C(N([CH2:26][CH3:27])CC)C.CN(C(ON1N=N[C:38]2[CH:39]=[CH:40][CH:41]=N[C:37]1=2)=[N+](C)C)C.[F:45][P-](F)(F)(F)(F)F, predict the reaction product. The product is: [F:45][C:41]1[CH:40]=[CH:39][C:38]([CH2:37][N:1]2[C:5]3=[CH:6][N:7]=[C:8]([C:10]([N:19]([OH:20])[CH3:18])=[O:12])[CH:9]=[C:4]3[CH:3]=[N:2]2)=[CH:27][CH:26]=1. (5) The product is: [C:1]([C:3]1[CH:4]=[CH:5][C:6]2[O:11][CH:10]([C:12]([NH:14][C:15]3[CH:20]=[C:19]([OH:21])[C:18]([CH:26]4[CH2:27][CH2:28][CH2:29][CH2:30]4)=[CH:17][C:16]=3[CH:31]3[CH2:36][CH2:35][N:34]([CH3:37])[CH2:33][CH2:32]3)=[O:13])[CH2:9][NH:8][C:7]=2[CH:44]=1)#[N:2]. Given the reactants [C:1]([C:3]1[CH:4]=[CH:5][C:6]2[O:11][CH:10]([C:12]([NH:14][C:15]3[CH:20]=[C:19]([O:21]C(OC)=O)[C:18]([CH:26]4[CH2:30][CH2:29][CH2:28][CH2:27]4)=[CH:17][C:16]=3[CH:31]3[CH2:36][CH2:35][N:34]([C:37](OC(C)(C)C)=O)[CH2:33][CH2:32]3)=[O:13])[CH2:9][NH:8][C:7]=2[CH:44]=1)#[N:2].C(O)(C(F)(F)F)=O.C=O.C(O)(=O)C.C(O[BH-](OC(=O)C)OC(=O)C)(=O)C.[Na+].C([O-])(O)=O.[Na+].[OH-].[K+].Cl, predict the reaction product. (6) Given the reactants BrC1C=CC(=O)N(CC2C=CC(CC)=CC=2)C=1.[C:18]([O:21][C@@H:22]1[C@@H:27]([O:28][C:29](=[O:31])[CH3:30])[C@H:26]([O:32][C:33](=[O:35])[CH3:34])[C@@H:25]([CH2:36][O:37][C:38](=[O:40])[CH3:39])[O:24][C@H:23]1[C:41]1[CH:42]=[CH:43][C:44]([Cl:49])=[C:45]([CH:48]=1)[CH:46]=O)(=[O:20])[CH3:19].[CH2:50]1[C:58]2[C:53](=[CH:54][CH:55]=[CH:56][CH:57]=2)[CH2:52][NH:51]1.C(O[BH-](OC(=O)C)OC(=O)C)(=O)C.[Na+].C(=O)([O-])O.[Na+], predict the reaction product. The product is: [C:18]([O:21][C@@H:22]1[C@@H:27]([O:28][C:29](=[O:31])[CH3:30])[C@H:26]([O:32][C:33](=[O:35])[CH3:34])[C@@H:25]([CH2:36][O:37][C:38](=[O:40])[CH3:39])[O:24][C@H:23]1[C:41]1[CH:42]=[CH:43][C:44]([Cl:49])=[C:45]([CH2:46][N:51]2[CH2:52][C:53]3[C:58](=[CH:57][CH:56]=[CH:55][CH:54]=3)[CH2:50]2)[CH:48]=1)(=[O:20])[CH3:19]. (7) Given the reactants [Cl:1][C:2]1[CH:9]=[C:8]([O:10]C)[C:5]([CH:6]=[O:7])=[C:4]([O:12][CH3:13])[CH:3]=1.C(Cl)Cl.B(Br)(Br)Br, predict the reaction product. The product is: [Cl:1][C:2]1[CH:3]=[C:4]([O:12][CH3:13])[C:5]([CH:6]=[O:7])=[C:8]([OH:10])[CH:9]=1. (8) Given the reactants Cl[C:2]([C:4]1[C:5]([CH:21]2[CH2:24][CH2:23][CH2:22]2)=[C:6]([C:17]([O:19][CH3:20])=[O:18])[C:7]([CH:14]([F:16])[F:15])=[N:8][C:9]=1[C:10]([F:13])([F:12])[F:11])=[O:3].[CH3:25][CH:26]([SH:28])[CH3:27], predict the reaction product. The product is: [F:16][CH:14]([F:15])[C:7]1[C:6]([C:17]([O:19][CH3:20])=[O:18])=[C:5]([CH:21]2[CH2:22][CH2:23][CH2:24]2)[C:4]([C:2]([S:28][CH:26]([CH3:27])[CH3:25])=[O:3])=[C:9]([C:10]([F:12])([F:11])[F:13])[N:8]=1.